From a dataset of Full USPTO retrosynthesis dataset with 1.9M reactions from patents (1976-2016). Predict the reactants needed to synthesize the given product. (1) Given the product [CH2:19]([O:18][CH:4]([O:3][CH2:1][CH3:2])[CH2:5][N:6]1[C:10]([NH:11][C:22]2[CH:27]=[C:26]([N+:28]([O-:30])=[O:29])[CH:25]=[CH:24][C:23]=2[CH3:31])=[CH:9][C:8]([C:12]2[CH:17]=[N:16][CH:15]=[CH:14][N:13]=2)=[N:7]1)[CH3:20], predict the reactants needed to synthesize it. The reactants are: [CH2:1]([O:3][CH:4]([O:18][CH2:19][CH3:20])[CH2:5][N:6]1[C:10]([NH2:11])=[CH:9][C:8]([C:12]2[CH:17]=[N:16][CH:15]=[CH:14][N:13]=2)=[N:7]1)[CH3:2].Br[C:22]1[CH:27]=[C:26]([N+:28]([O-:30])=[O:29])[CH:25]=[CH:24][C:23]=1[CH3:31]. (2) Given the product [F:1][C:2]1[CH:7]=[C:6]([CH3:8])[C:5]([S:9]([CH2:10][C:11]([F:13])([F:14])[F:12])=[O:23])=[CH:4][C:3]=1[N:15]1[C:20](=[O:21])[NH:19][C:18](=[O:22])[CH:17]=[N:16]1, predict the reactants needed to synthesize it. The reactants are: [F:1][C:2]1[CH:7]=[C:6]([CH3:8])[C:5]([S:9][CH2:10][C:11]([F:14])([F:13])[F:12])=[CH:4][C:3]=1[N:15]1[C:20](=[O:21])[NH:19][C:18](=[O:22])[CH:17]=[N:16]1.[OH:23]OS([O-])=O.[K+].